Dataset: Catalyst prediction with 721,799 reactions and 888 catalyst types from USPTO. Task: Predict which catalyst facilitates the given reaction. (1) Reactant: CI.[NH2:3][C:4]1[C:8]([NH:9][C:10]([NH:12][C:13]2[C:18]([Cl:19])=[CH:17][CH:16]=[CH:15][C:14]=2[Cl:20])=S)=[C:7]([CH3:21])[S:6][C:5]=1[CH3:22]. Product: [ClH:19].[Cl:20][C:14]1[CH:15]=[CH:16][CH:17]=[C:18]([Cl:19])[C:13]=1[NH:12][C:10]1[NH:9][C:8]2=[C:7]([CH3:21])[S:6][C:5]([CH3:22])=[C:4]2[N:3]=1. The catalyst class is: 8. (2) Reactant: [CH3:1][S:2](Cl)(=[O:4])=[O:3].[CH3:6][O:7][CH2:8][CH2:9][OH:10].C(N(CC)CC)C.ClCCl. Product: [CH3:6][O:7][CH2:8][CH2:9][O:10][S:2]([CH3:1])(=[O:4])=[O:3]. The catalyst class is: 6. (3) Reactant: [NH2:1][C:2]1[CH:7]=[CH:6][CH:5]=[C:4]([NH:8][C:9]([NH:11][C:12]2[CH:17]=[CH:16][C:15]([Cl:18])=[CH:14][C:13]=2[Cl:19])=S)[C:3]=1[NH:20][CH2:21][CH:22]([OH:28])[CH2:23][C:24]([O:26][CH3:27])=[O:25].Cl.C(N=C=NCCCN(C)C)C.O1CCCC1. Product: [NH2:1][C:2]1[C:3]2[N:20]([CH2:21][CH:22]([OH:28])[CH2:23][C:24]([O:26][CH3:27])=[O:25])[C:9]([NH:11][C:12]3[CH:17]=[CH:16][C:15]([Cl:18])=[CH:14][C:13]=3[Cl:19])=[N:8][C:4]=2[CH:5]=[CH:6][CH:7]=1. The catalyst class is: 13. (4) Reactant: [Cl:1][C:2]1[CH:10]=[C:9]([C:11]2[CH2:15][C:14]([C:20]3[CH:25]=[C:24]([Cl:26])[CH:23]=[C:22]([Cl:27])[CH:21]=3)([C:16]([F:19])([F:18])[F:17])[S:13][N:12]=2)[CH:8]=[CH:7][C:3]=1[C:4]([NH2:6])=[O:5].[CH3:28]OC(OC)N(C)C.Cl.[CH3:37][O:38][NH2:39].[OH-].[Na+]. Product: [Cl:1][C:2]1[CH:10]=[C:9]([C:11]2[CH2:15][C:14]([C:20]3[CH:21]=[C:22]([Cl:27])[CH:23]=[C:24]([Cl:26])[CH:25]=3)([C:16]([F:19])([F:18])[F:17])[S:13][N:12]=2)[CH:8]=[CH:7][C:3]=1[C:4]([NH:6]/[CH:28]=[N:39]/[O:38][CH3:37])=[O:5]. The catalyst class is: 211. (5) Reactant: [NH2:1][C:2]1[CH:6]=[C:5]([C:7]2[CH:12]=[CH:11][C:10]([F:13])=[C:9]([F:14])[CH:8]=2)[S:4][C:3]=1[C:15]([OH:17])=O.[NH2:18][C:19]1([C:25]([O:27][CH3:28])=[O:26])[CH2:24][CH2:23][CH2:22][CH2:21][CH2:20]1.C(N(CC)CC)C.CN(C(ON1N=NC2C=CC=NC1=2)=[N+](C)C)C.F[P-](F)(F)(F)(F)F. Product: [NH2:1][C:2]1[CH:6]=[C:5]([C:7]2[CH:12]=[CH:11][C:10]([F:13])=[C:9]([F:14])[CH:8]=2)[S:4][C:3]=1[C:15]([NH:18][C:19]1([C:25]([O:27][CH3:28])=[O:26])[CH2:24][CH2:23][CH2:22][CH2:21][CH2:20]1)=[O:17]. The catalyst class is: 39.